Dataset: Full USPTO retrosynthesis dataset with 1.9M reactions from patents (1976-2016). Task: Predict the reactants needed to synthesize the given product. (1) Given the product [Br:5][C:6]1[CH:11]=[CH:10][CH:9]=[C:8]([C:12]([CH3:16])([CH3:15])[CH2:13][O:14][CH2:2][O:3][CH3:4])[CH:7]=1, predict the reactants needed to synthesize it. The reactants are: Br[CH2:2][O:3][CH3:4].[Br:5][C:6]1[CH:7]=[C:8]([C:12]([CH3:16])([CH3:15])[CH2:13][OH:14])[CH:9]=[CH:10][CH:11]=1. (2) Given the product [Cl:1][C:2]1[CH:7]=[C:6]([CH:5]=[CH:4][C:3]=1[CH:9]([CH3:25])[C:10]([C:16]1[CH:17]=[C:18]([CH3:24])[C:19](=[O:23])[N:20]([CH3:22])[CH:21]=1)([OH:15])[C:11]([F:13])([F:14])[F:12])[O:8][C:27]1[CH:34]=[CH:33][C:30]([CH:31]=[O:32])=[C:29]([C:35]([F:36])([F:38])[F:37])[CH:28]=1, predict the reactants needed to synthesize it. The reactants are: [Cl:1][C:2]1[CH:7]=[C:6]([OH:8])[CH:5]=[CH:4][C:3]=1[CH:9]([CH3:25])[C:10]([C:16]1[CH:17]=[C:18]([CH3:24])[C:19](=[O:23])[N:20]([CH3:22])[CH:21]=1)([OH:15])[C:11]([F:14])([F:13])[F:12].F[C:27]1[CH:34]=[CH:33][C:30]([CH:31]=[O:32])=[C:29]([C:35]([F:38])([F:37])[F:36])[CH:28]=1.C(=O)([O-])[O-].[Cs+].[Cs+].O. (3) Given the product [I:36][C:24]1[N:23]([S:26]([C:29]2[CH:35]=[CH:34][C:32]([CH3:33])=[CH:31][CH:30]=2)(=[O:27])=[O:28])[C:20]2=[N:21][CH:22]=[C:17]3[CH:16]=[N:15][N:14]([CH3:13])[C:18]3=[C:19]2[CH:25]=1, predict the reactants needed to synthesize it. The reactants are: C(NC(C)C)(C)C.[Li]CCCC.[CH3:13][N:14]1[C:18]2=[C:19]3[CH:25]=[CH:24][N:23]([S:26]([C:29]4[CH:35]=[CH:34][C:32]([CH3:33])=[CH:31][CH:30]=4)(=[O:28])=[O:27])[C:20]3=[N:21][CH:22]=[C:17]2[CH:16]=[N:15]1.[I:36]I.